This data is from NCI-60 drug combinations with 297,098 pairs across 59 cell lines. The task is: Regression. Given two drug SMILES strings and cell line genomic features, predict the synergy score measuring deviation from expected non-interaction effect. Drug 1: CCC(=C(C1=CC=CC=C1)C2=CC=C(C=C2)OCCN(C)C)C3=CC=CC=C3.C(C(=O)O)C(CC(=O)O)(C(=O)O)O. Drug 2: C1CC(C1)(C(=O)O)C(=O)O.[NH2-].[NH2-].[Pt+2]. Cell line: U251. Synergy scores: CSS=14.3, Synergy_ZIP=0.101, Synergy_Bliss=5.05, Synergy_Loewe=-11.3, Synergy_HSA=0.0557.